From a dataset of NCI-60 drug combinations with 297,098 pairs across 59 cell lines. Regression. Given two drug SMILES strings and cell line genomic features, predict the synergy score measuring deviation from expected non-interaction effect. (1) Drug 1: C1C(C(OC1N2C=C(C(=O)NC2=O)F)CO)O. Drug 2: C1CC(C1)(C(=O)O)C(=O)O.[NH2-].[NH2-].[Pt+2]. Cell line: HCC-2998. Synergy scores: CSS=29.1, Synergy_ZIP=-5.41, Synergy_Bliss=-8.86, Synergy_Loewe=-7.17, Synergy_HSA=-4.42. (2) Drug 1: C1=C(C(=O)NC(=O)N1)N(CCCl)CCCl. Drug 2: CC(C)CN1C=NC2=C1C3=CC=CC=C3N=C2N. Cell line: SK-MEL-28. Synergy scores: CSS=18.6, Synergy_ZIP=-4.02, Synergy_Bliss=0.235, Synergy_Loewe=-1.14, Synergy_HSA=-1.12. (3) Drug 1: COC1=C(C=C2C(=C1)N=CN=C2NC3=CC(=C(C=C3)F)Cl)OCCCN4CCOCC4. Drug 2: C1=NC(=NC(=O)N1C2C(C(C(O2)CO)O)O)N. Cell line: SN12C. Synergy scores: CSS=29.6, Synergy_ZIP=-1.58, Synergy_Bliss=4.94, Synergy_Loewe=6.28, Synergy_HSA=6.67. (4) Drug 1: COC1=C2C(=CC3=C1OC=C3)C=CC(=O)O2. Drug 2: CCC1(C2=C(COC1=O)C(=O)N3CC4=CC5=C(C=CC(=C5CN(C)C)O)N=C4C3=C2)O.Cl. Cell line: HCT116. Synergy scores: CSS=1.82, Synergy_ZIP=-19.7, Synergy_Bliss=-40.9, Synergy_Loewe=-59.2, Synergy_HSA=-39.7. (5) Drug 1: C1=CN(C(=O)N=C1N)C2C(C(C(O2)CO)O)O.Cl. Drug 2: CN(C(=O)NC(C=O)C(C(C(CO)O)O)O)N=O. Cell line: U251. Synergy scores: CSS=24.4, Synergy_ZIP=-8.85, Synergy_Bliss=-3.05, Synergy_Loewe=-18.5, Synergy_HSA=-1.98.